Predict the reaction yield, written as a fraction of the theoretical maximum amount of product (1.0 means a 100% yield; for example, 0.34 means a 34% yield). From a dataset of Reaction yield outcomes from USPTO patents with 853,638 reactions. (1) The reactants are [NH2:1][C:2]1[C:3]2[N:10]=[C:9]([C:11]3[N:15]([CH3:16])[C:14]([C:17]([C:19]4[CH:23]=[C:22]([CH3:24])[O:21][N:20]=4)=[O:18])=[N:13][C:12]=3[C:25]3[CH:30]=[CH:29][CH:28]=[CH:27][CH:26]=3)[S:8][C:4]=2[N:5]=[CH:6][N:7]=1.[BH4-].[Na+].O. The catalyst is CO. The product is [NH2:1][C:2]1[C:3]2[N:10]=[C:9]([C:11]3[N:15]([CH3:16])[C:14]([CH:17]([C:19]4[CH:23]=[C:22]([CH3:24])[O:21][N:20]=4)[OH:18])=[N:13][C:12]=3[C:25]3[CH:30]=[CH:29][CH:28]=[CH:27][CH:26]=3)[S:8][C:4]=2[N:5]=[CH:6][N:7]=1. The yield is 0.600. (2) The reactants are [Br:1][C:2]1[CH:7]=[CH:6][C:5]([C:8]2[N:12]=[CH:11][NH:10][N:9]=2)=[CH:4][CH:3]=1.I[C:14]1[CH:19]=[CH:18][C:17]([O:20][C:21]([F:24])([F:23])[F:22])=[CH:16][CH:15]=1.OC1C=CC=C2C=1N=CC=C2.C(=O)([O-])[O-].[Cs+].[Cs+]. The catalyst is CN(C)C=O.O.C(OCC)(=O)C.[Cu]I. The product is [Br:1][C:2]1[CH:3]=[CH:4][C:5]([C:8]2[N:12]=[CH:11][N:10]([C:14]3[CH:15]=[CH:16][C:17]([O:20][C:21]([F:22])([F:23])[F:24])=[CH:18][CH:19]=3)[N:9]=2)=[CH:6][CH:7]=1. The yield is 0.290. (3) The reactants are C[Si](C)(C)[C:3]1[O:7][C:6]2[C:8](=[O:17])[C:9]3[C:14]([C:15](=[O:16])[C:5]=2[CH:4]=1)=[CH:13][CH:12]=[CH:11][CH:10]=3.[Br:20]Br. The catalyst is C(#N)C. The product is [Br:20][C:3]1[O:7][C:6]2[C:8](=[O:17])[C:9]3[C:14]([C:15](=[O:16])[C:5]=2[CH:4]=1)=[CH:13][CH:12]=[CH:11][CH:10]=3. The yield is 0.900.